This data is from Full USPTO retrosynthesis dataset with 1.9M reactions from patents (1976-2016). The task is: Predict the reactants needed to synthesize the given product. (1) Given the product [Br:10][CH2:8][C:7]([C:3]1[CH:4]=[N:5][O:6][C:2]=1[CH3:1])=[O:9], predict the reactants needed to synthesize it. The reactants are: [CH3:1][C:2]1[O:6][N:5]=[CH:4][C:3]=1[C:7](=[O:9])[CH3:8].[Br-:10].[Br-].[Br-].C1([N+](C)(C)C)C=CC=CC=1.C1([N+](C)(C)C)C=CC=CC=1.C1([N+](C)(C)C)C=CC=CC=1. (2) Given the product [Cl:1][C:2]1[CH:7]=[C:6]([C:13]2[CH:18]=[N:17][C:16]([C:19]([F:22])([F:21])[F:20])=[CH:15][N:14]=2)[C:5]([F:11])=[CH:4][N:3]=1, predict the reactants needed to synthesize it. The reactants are: [Cl:1][C:2]1[CH:7]=[C:6](B(O)O)[C:5]([F:11])=[CH:4][N:3]=1.Cl[C:13]1[CH:18]=[N:17][C:16]([C:19]([F:22])([F:21])[F:20])=[CH:15][N:14]=1.C(=O)([O-])[O-].[K+].[K+].O1CCOCC1. (3) Given the product [CH3:23][C:21]([O:24][C:25]([N:27]([C:45]([O:47][C:48]([CH3:51])([CH3:50])[CH3:49])=[O:46])[N:28]([C:36]1[C:41]([F:42])=[C:40]([N:5]2[CH2:6][CH2:7][CH:3]([N:2]([CH3:10])[CH3:1])[C:4]2([CH3:9])[CH3:8])[N:39]=[C:38]([Cl:44])[N:37]=1)[C:29]([O:31][C:32]([CH3:33])([CH3:34])[CH3:35])=[O:30])=[O:26])([CH3:20])[CH3:22], predict the reactants needed to synthesize it. The reactants are: [CH3:1][N:2]([CH3:10])[CH:3]1[CH2:7][CH2:6][NH:5][C:4]1([CH3:9])[CH3:8].C(N(CC)C(C)C)(C)C.[CH3:20][C:21]([O:24][C:25]([N:27]([C:45]([O:47][C:48]([CH3:51])([CH3:50])[CH3:49])=[O:46])[N:28]([C:36]1[C:41]([F:42])=[C:40](Cl)[N:39]=[C:38]([Cl:44])[N:37]=1)[C:29]([O:31][C:32]([CH3:35])([CH3:34])[CH3:33])=[O:30])=[O:26])([CH3:23])[CH3:22]. (4) Given the product [C:8]([O:11][CH2:12][CH2:13][C:14]1[CH:15]=[CH:16][CH:17]=[C:18]2[C:22]=1[NH:21][CH:20]=[C:19]2[C:30](=[O:31])[CH:41]([NH:40][C:36]1[CH:37]=[N:38][CH:39]=[C:34]([O:33][CH3:32])[CH:35]=1)[C:42]1[CH:50]=[C:45]2[CH:46]=[CH:47][CH:48]=[CH:49][N:44]2[N:43]=1)(=[O:10])[CH3:9], predict the reactants needed to synthesize it. The reactants are: C(N(CC)CC)C.[C:8]([O:11][CH2:12][CH2:13][C:14]1[CH:15]=[CH:16][CH:17]=[C:18]2[C:22]=1[N:21](C(OC(C)(C)C)=O)[CH:20]=[C:19]2[CH:30]=[O:31])(=[O:10])[CH3:9].[CH3:32][O:33][C:34]1[CH:35]=[C:36]([N:40]=[CH:41][C:42]2[CH:50]=[C:45]3[CH:46]=[CH:47][CH:48]=[CH:49][N:44]3[N:43]=2)[CH:37]=[N:38][CH:39]=1. (5) The reactants are: [Br:1][C:2]1[C:3]([CH3:9])=[C:4]([NH2:8])[CH:5]=[CH:6][CH:7]=1.Cl.[OH-:11].[Na+].[CH3:13]S(C)=O. Given the product [NH2:8][C:4]1[CH:5]=[CH:6][C:7]([CH:13]=[O:11])=[C:2]([Br:1])[C:3]=1[CH3:9], predict the reactants needed to synthesize it. (6) Given the product [ClH:1].[Cl:1][C:2]1[C:7]([Cl:8])=[CH:6][CH:5]=[CH:4][C:3]=1[N:9]1[C:13]([CH2:14][NH2:15])=[CH:12][C:11]([C:16]([F:18])([F:19])[F:17])=[N:10]1, predict the reactants needed to synthesize it. The reactants are: [Cl:1][C:2]1[C:7]([Cl:8])=[CH:6][CH:5]=[CH:4][C:3]=1[N:9]1[C:13]([C:14]#[N:15])=[CH:12][C:11]([C:16]([F:19])([F:18])[F:17])=[N:10]1.CCOCC.Cl.C(Cl)(Cl)Cl.CO.